From a dataset of Full USPTO retrosynthesis dataset with 1.9M reactions from patents (1976-2016). Predict the reactants needed to synthesize the given product. Given the product [CH3:37][N:12]([CH3:11])[C:13]([CH2:15][CH2:16][C:17]1[C:18]([S:25]([C:28]2[CH:29]=[C:30]([CH:34]=[CH:35][CH:36]=2)[C:31]([OH:33])=[O:32])(=[O:27])=[O:26])=[C:19]([CH3:24])[NH:20][C:21]=1/[CH:22]=[C:3]1\[C:2](=[O:10])[NH:1][C:9]2[C:4]\1=[CH:5][CH:6]=[CH:7][CH:8]=2)=[O:14], predict the reactants needed to synthesize it. The reactants are: [NH:1]1[C:9]2[C:4](=[CH:5][CH:6]=[CH:7][CH:8]=2)[CH2:3][C:2]1=[O:10].[CH3:11][N:12]([CH3:37])[C:13]([CH2:15][CH2:16][C:17]1[C:18]([S:25]([C:28]2[CH:29]=[C:30]([CH:34]=[CH:35][CH:36]=2)[C:31]([OH:33])=[O:32])(=[O:27])=[O:26])=[C:19]([CH3:24])[NH:20][C:21]=1[CH:22]=O)=[O:14].N1CCCCC1.